Dataset: Forward reaction prediction with 1.9M reactions from USPTO patents (1976-2016). Task: Predict the product of the given reaction. (1) Given the reactants [CH3:1][O:2][C:3]1[CH:4]=[C:5]2[C:9](=[CH:10][CH:11]=1)[NH:8][CH:7]=[CH:6]2.C(O)(=O)C.C([BH3-])#N.[Na+].[OH-].[Na+], predict the reaction product. The product is: [CH3:1][O:2][C:3]1[CH:4]=[C:5]2[C:9](=[CH:10][CH:11]=1)[NH:8][CH2:7][CH2:6]2. (2) Given the reactants [F:1][C:2]([F:29])([F:28])[C:3]1[CH:8]=[CH:7][C:6]([C:9]2[C:13]3[CH:14]=[CH:15][C:16]([C:18]#[C:19][CH2:20][CH2:21][CH2:22]OS(C)(=O)=O)=[CH:17][C:12]=3[S:11][N:10]=2)=[CH:5][CH:4]=1.[CH3:30][O:31][CH2:32][CH2:33][NH:34][CH3:35], predict the reaction product. The product is: [CH3:30][O:31][CH2:32][CH2:33][N:34]([CH3:35])[CH2:22][CH2:21][CH2:20][C:19]#[C:18][C:16]1[CH:15]=[CH:14][C:13]2[C:9]([C:6]3[CH:7]=[CH:8][C:3]([C:2]([F:28])([F:29])[F:1])=[CH:4][CH:5]=3)=[N:10][S:11][C:12]=2[CH:17]=1. (3) Given the reactants [C:1](=[O:4])([O-])[O-].[CH3:5][O:6][C:7]1[C:18]([N+:19]([O-:21])=[O:20])=[CH:17][C:10]2[NH:11][C:12](=[O:16])[CH2:13][NH:14][CH2:15][C:9]=2[CH:8]=1.[C:22](O)(=O)[CH3:23].C(O[BH-](OC(=O)C)OC(=O)C)(=O)C.[Na+], predict the reaction product. The product is: [CH3:5][O:6][C:7]1[C:18]([N+:19]([O-:21])=[O:20])=[CH:17][C:10]2[NH:11][C:12](=[O:16])[CH2:13][N:14]([CH2:22][CH2:23][O:4][CH3:1])[CH2:15][C:9]=2[CH:8]=1. (4) Given the reactants [CH3:1][O:2][C:3]1[CH:4]=[C:5]2[C:10](=[CH:11][CH:12]=1)[C:9]([C:13](=[O:29])[C:14]1[CH:19]=[CH:18][C:17]([O:20][CH2:21][CH2:22][N:23]3[CH2:28][CH2:27][CH2:26][CH2:25][CH2:24]3)=[CH:16][CH:15]=1)=[C:8](OS(C(F)(F)F)(=O)=O)[CH:7]=[CH:6]2.B1(B2OC(C)(C)C(C)(C)O2)OC(C)(C)C(C)(C)O1.C1(P(C2C=CC=CC=2)C2C=CC=CC=2)C=CC=CC=1.[F-].[Cs+].Br[C:78]1[CH:83]=[C:82]([F:84])[C:81]([F:85])=[CH:80][C:79]=1[O:86][CH3:87], predict the reaction product. The product is: [F:85][C:81]1[C:82]([F:84])=[CH:83][C:78]([C:8]2[CH:7]=[CH:6][C:5]3[C:10](=[CH:11][CH:12]=[C:3]([O:2][CH3:1])[CH:4]=3)[C:9]=2[C:13]([C:14]2[CH:19]=[CH:18][C:17]([O:20][CH2:21][CH2:22][N:23]3[CH2:28][CH2:27][CH2:26][CH2:25][CH2:24]3)=[CH:16][CH:15]=2)=[O:29])=[C:79]([O:86][CH3:87])[CH:80]=1. (5) Given the reactants Br[CH2:2][C:3]([C:5]1[CH:10]=[C:9]([Cl:11])[CH:8]=[C:7]([Cl:12])[C:6]=1[O:13][CH3:14])=O.[NH2:15][C:16]([NH2:18])=[S:17], predict the reaction product. The product is: [Cl:12][C:7]1[C:6]([O:13][CH3:14])=[C:5]([C:3]2[N:15]=[C:16]([NH2:18])[S:17][CH:2]=2)[CH:10]=[C:9]([Cl:11])[CH:8]=1. (6) Given the reactants C(O[C:6](=[O:25])[NH:7][C@@H:8]([CH2:21][CH:22]([CH3:24])[CH3:23])[C@@H:9]([OH:20])[CH2:10][C@H:11]([C:13](=[O:19])[NH:14][CH2:15][CH2:16][CH2:17][CH3:18])[CH3:12])(C)(C)C.[Cl:26][C:27]1[CH:44]=[CH:43][C:30]2[C:31](C(O)=O)=[CH:32][C:33]3[CH:39]=[CH:38][CH:37]=[CH:36][C:34]=3[O:35][C:29]=2[CH:28]=1.C1C=CC2N(O)N=NC=2C=1.CCN=C=NCCCN(C)C.Cl.C(N(CC)CC)C, predict the reaction product. The product is: [CH2:15]([NH:14][C:13]([C@H:11]([CH3:12])[CH2:10][C@H:9]([OH:20])[C@@H:8]([NH:7][C:6]([C:31]1[C:30]2[CH:43]=[CH:44][C:27]([Cl:26])=[CH:28][C:29]=2[O:35][C:34]2[CH:36]=[CH:37][CH:38]=[CH:39][C:33]=2[CH:32]=1)=[O:25])[CH2:21][CH:22]([CH3:23])[CH3:24])=[O:19])[CH2:16][CH2:17][CH3:18]. (7) Given the reactants [Cl:1][C:2]1[N:7]=[CH:6][N:5]=[C:4]([NH2:8])[C:3]=1[NH2:9].[Cl:10][C:11]1[CH:16]=[CH:15][CH:14]=[C:13]([Cl:17])[C:12]=1[CH2:18][CH:19]=O, predict the reaction product. The product is: [Cl:1][C:2]1[N:7]=[CH:6][N:5]=[C:4]2[C:3]=1[N:9]=[C:19]([CH2:18][C:12]1[C:11]([Cl:10])=[CH:16][CH:15]=[CH:14][C:13]=1[Cl:17])[NH:8]2. (8) Given the reactants [CH3:1][O:2][C:3]1[CH:8]=[CH:7][C:6]([C:9]2[O:13][C:12]([CH3:14])=[C:11]([CH:15]([NH:20][C:21]3[CH:26]=[CH:25][C:24]([C:27]([N:29]([CH3:37])[CH2:30][CH2:31][C:32]([O:34]CC)=[O:33])=[O:28])=[CH:23][CH:22]=3)[CH2:16][CH:17]([CH3:19])[CH3:18])[CH:10]=2)=[CH:5][CH:4]=1.O1CCCC1.[OH-].[Li+], predict the reaction product. The product is: [CH3:1][O:2][C:3]1[CH:8]=[CH:7][C:6]([C:9]2[O:13][C:12]([CH3:14])=[C:11]([CH:15]([NH:20][C:21]3[CH:22]=[CH:23][C:24]([C:27]([N:29]([CH3:37])[CH2:30][CH2:31][C:32]([OH:34])=[O:33])=[O:28])=[CH:25][CH:26]=3)[CH2:16][CH:17]([CH3:19])[CH3:18])[CH:10]=2)=[CH:5][CH:4]=1. (9) The product is: [OH:22][C@H:16]([C@H:17]([OH:21])[C:18](=[O:20])[NH:45][CH2:46][CH2:47][C:48]([O:50][CH2:51][C:52]1[CH:57]=[CH:56][CH:55]=[CH:54][CH:53]=1)=[O:49])[C:15](=[O:23])[NH:14][CH2:13][CH2:12][NH:11][C:9](=[O:10])[O:8][CH2:1][C:2]1[CH:3]=[CH:4][CH:5]=[CH:6][CH:7]=1. Given the reactants [CH2:1]([O:8][C:9]([NH:11][CH2:12][CH2:13][NH:14][C:15](=[O:23])[C@H:16]([OH:22])[C@H:17]([OH:21])[C:18]([OH:20])=O)=[O:10])[C:2]1[CH:7]=[CH:6][CH:5]=[CH:4][CH:3]=1.C1C=CC2N(O)N=NC=2C=1.CCN=C=NCCCN(C)C.[NH2:45][CH2:46][CH2:47][C:48]([O:50][CH2:51][C:52]1[CH:57]=[CH:56][CH:55]=[CH:54][CH:53]=1)=[O:49].C([O-])([O-])=O.[Na+].[Na+], predict the reaction product.